This data is from Reaction yield outcomes from USPTO patents with 853,638 reactions. The task is: Predict the reaction yield, written as a fraction of the theoretical maximum amount of product (1.0 means a 100% yield; for example, 0.34 means a 34% yield). (1) The reactants are Br[C:2]1[CH:7]=[CH:6][C:5]([S:8]([NH2:11])(=[O:10])=[O:9])=[CH:4][CH:3]=1.C([O-])(=O)C.[K+].[CH:17]12[CH2:22][CH:21]1[CH2:20][N:19]([CH2:23][C:24]1[S:25][CH:26]=[C:27]([C:29]3[CH:34]=[CH:33][C:32]([Cl:35])=[CH:31][CH:30]=3)[N:28]=1)[CH2:18]2. The yield is 0.214. The product is [CH:21]12[CH2:22][CH:17]1[CH2:18][N:19]([CH2:23][C:24]1[S:25][C:26]([C:2]3[CH:7]=[CH:6][C:5]([S:8]([NH2:11])(=[O:10])=[O:9])=[CH:4][CH:3]=3)=[C:27]([C:29]3[CH:34]=[CH:33][C:32]([Cl:35])=[CH:31][CH:30]=3)[N:28]=1)[CH2:20]2. The catalyst is C([O-])(=O)C.[Pd+2].C([O-])(=O)C.CC(N(C)C)=O. (2) The reactants are [CH2:1]([C:5]1[CH:10]=[CH:9][C:8]([CH2:11][C:12](Cl)=[N:13][OH:14])=[CH:7][CH:6]=1)[CH2:2][CH2:3][CH3:4].[C:16]([C:18]1[C:19]([NH2:25])=[N:20][C:21]([NH2:24])=[CH:22][CH:23]=1)#[CH:17].C(N(CC)CC)C. The catalyst is O1CCCC1. The product is [CH2:1]([C:5]1[CH:10]=[CH:9][C:8]([CH2:11][C:12]2[CH:17]=[C:16]([C:18]3[C:19]([NH2:25])=[N:20][C:21]([NH2:24])=[CH:22][CH:23]=3)[O:14][N:13]=2)=[CH:7][CH:6]=1)[CH2:2][CH2:3][CH3:4]. The yield is 0.310.